Dataset: TCR-epitope binding with 47,182 pairs between 192 epitopes and 23,139 TCRs. Task: Binary Classification. Given a T-cell receptor sequence (or CDR3 region) and an epitope sequence, predict whether binding occurs between them. The epitope is GLCTLVAML. The TCR CDR3 sequence is CASSLNTGTGYEQYF. Result: 0 (the TCR does not bind to the epitope).